This data is from Reaction yield outcomes from USPTO patents with 853,638 reactions. The task is: Predict the reaction yield, written as a fraction of the theoretical maximum amount of product (1.0 means a 100% yield; for example, 0.34 means a 34% yield). (1) The reactants are [F:1][C:2]1[CH:3]=[CH:4][C:5]2[N:9]=[C:8]([C@@H:10]([NH:12][C:13]3[N:21]=[CH:20][N:19]=[C:18]4[C:14]=3[N:15]=[CH:16][N:17]4C3CCCCO3)[CH3:11])[N:7]([C:28]3[CH:33]=[CH:32][CH:31]=[CH:30][CH:29]=3)[C:6]=2[CH:34]=1.Cl. The catalyst is CCOC(C)=O. The product is [F:1][C:2]1[CH:3]=[CH:4][C:5]2[N:9]=[C:8]([C@@H:10]([NH:12][C:13]3[N:21]=[CH:20][N:19]=[C:18]4[C:14]=3[N:15]=[CH:16][NH:17]4)[CH3:11])[N:7]([C:28]3[CH:29]=[CH:30][CH:31]=[CH:32][CH:33]=3)[C:6]=2[CH:34]=1. The yield is 0.450. (2) The reactants are C([N:8]1[CH2:13][CH2:12][CH:11]([N:14]2[C:22]3[C:17](=[CH:18][C:19]([F:23])=[CH:20][CH:21]=3)[CH:16]=[C:15]2[CH2:24][CH3:25])[CH2:10][CH2:9]1)C1C=CC=CC=1.C(O)(=O)C. The catalyst is CO. The product is [NH:8]1[CH2:13][CH2:12][CH:11]([N:14]2[C:22]3[C:17](=[CH:18][C:19]([F:23])=[CH:20][CH:21]=3)[CH:16]=[C:15]2[CH2:24][CH3:25])[CH2:10][CH2:9]1. The yield is 0.730. (3) The reactants are Cl[C:2]1[CH:7]=[C:6]([O:8][CH2:9][CH2:10][CH2:11][CH:12]2[CH2:17][CH2:16][N:15]([CH3:18])[CH2:14][CH2:13]2)[N:5]=[CH:4][C:3]=1[C:19]1[NH:23]C2C=CC(F)=C(C)C=2N=1.[CH3:30][O-:31].[Na+]. The catalyst is CO. The product is [CH3:30][O:31][C:2]1[C:3]([C:19]#[N:23])=[CH:4][N:5]=[C:6]([O:8][CH2:9][CH2:10][CH2:11][CH:12]2[CH2:17][CH2:16][N:15]([CH3:18])[CH2:14][CH2:13]2)[CH:7]=1. The yield is 1.00.